Dataset: Forward reaction prediction with 1.9M reactions from USPTO patents (1976-2016). Task: Predict the product of the given reaction. Given the reactants [C:1]([O:5][C:6]([N:8]1[CH2:13][CH2:12][CH:11]([CH2:14][CH:15]=[CH2:16])[CH2:10][CH2:9]1)=[O:7])([CH3:4])([CH3:3])[CH3:2].B1C2CCCC1CCC2.Br[C:27]1[CH:32]=[CH:31][C:30]([F:33])=[CH:29][CH:28]=1.C(=O)([O-])[O-].[K+].[K+], predict the reaction product. The product is: [C:1]([O:5][C:6]([N:8]1[CH2:13][CH2:12][CH:11]([CH2:14][CH2:15][CH2:16][C:27]2[CH:32]=[CH:31][C:30]([F:33])=[CH:29][CH:28]=2)[CH2:10][CH2:9]1)=[O:7])([CH3:4])([CH3:3])[CH3:2].